Task: Predict which catalyst facilitates the given reaction.. Dataset: Catalyst prediction with 721,799 reactions and 888 catalyst types from USPTO (1) Reactant: [Br:1][C:2]1[NH:10][C:9]2[C:8](=[O:11])[NH:7][CH:6]=[N:5][C:4]=2[C:3]=1[C:12]#[N:13].C(N(C(C)C)CC)(C)C.Br[CH2:24][CH:25]=[C:26]([CH3:28])[CH3:27]. Product: [Br:1][C:2]1[N:10]([CH2:24][CH:25]=[C:26]([CH3:28])[CH3:27])[C:9]2[C:8](=[O:11])[NH:7][CH:6]=[N:5][C:4]=2[C:3]=1[C:12]#[N:13]. The catalyst class is: 3. (2) Reactant: [F:1][C:2]1[CH:7]=[CH:6][C:5]([C:8]2[N:9]=[C:10]([CH:13]3[CH2:18][CH2:17][NH:16][CH2:15][CH2:14]3)[NH:11][CH:12]=2)=[CH:4][C:3]=1[C:19]([F:22])([F:21])[F:20].[ClH:23]. Product: [ClH:23].[F:1][C:2]1[CH:7]=[CH:6][C:5]([C:8]2[N:9]=[C:10]([CH:13]3[CH2:18][CH2:17][NH:16][CH2:15][CH2:14]3)[NH:11][CH:12]=2)=[CH:4][C:3]=1[C:19]([F:20])([F:21])[F:22]. The catalyst class is: 5. (3) Reactant: [CH2:1]([O:3][C:4](=[O:14])[C:5]([CH3:13])([C:7]1[CH:12]=[CH:11][CH:10]=[CH:9][CH:8]=1)[CH3:6])[CH3:2].F[B-](F)(F)F.[O:20]=[N+:21]=[O:22]. Product: [CH2:1]([O:3][C:4](=[O:14])[C:5]([CH3:13])([C:7]1[CH:12]=[CH:11][C:10]([N+:21]([O-:22])=[O:20])=[CH:9][CH:8]=1)[CH3:6])[CH3:2]. The catalyst class is: 10. (4) Reactant: C(O[C:9](=[O:30])[NH:10][C:11]([CH3:29])([CH3:28])[CH:12]([C:14]1[CH:19]=[C:18]([C:20]([F:23])([F:22])[F:21])[CH:17]=[C:16]([C:24]([F:27])([F:26])[F:25])[CH:15]=1)[OH:13])C1C=CC=CC=1.[H-].[Na+].Br[CH2:34][C:35]1[CH:40]=[C:39]([C:41]([F:44])([F:43])[F:42])[CH:38]=[CH:37][C:36]=1[C:45]1[CH:46]=[C:47]([C:53]2[CH:58]=[CH:57][C:56]([C:59]([O:61]C)=[O:60])=[CH:55][C:54]=2[CH3:63])[CH:48]=[CH:49][C:50]=1[O:51][CH3:52]. Product: [F:26][C:24]([F:25])([F:27])[C:16]1[CH:15]=[C:14]([CH:12]2[O:13][C:9](=[O:30])[N:10]([CH2:34][C:35]3[CH:40]=[C:39]([C:41]([F:44])([F:43])[F:42])[CH:38]=[CH:37][C:36]=3[C:45]3[CH:46]=[C:47]([C:53]4[CH:58]=[CH:57][C:56]([C:59]([OH:61])=[O:60])=[CH:55][C:54]=4[CH3:63])[CH:48]=[CH:49][C:50]=3[O:51][CH3:52])[C:11]2([CH3:29])[CH3:28])[CH:19]=[C:18]([C:20]([F:21])([F:22])[F:23])[CH:17]=1. The catalyst class is: 1. (5) Reactant: F[C:2]1[CH:3]=[CH:4][C:5]([N+:13]([O-:15])=[O:14])=[C:6]([S:8]([NH:11][CH3:12])(=[O:10])=[O:9])[CH:7]=1.C(=O)([O-])[O-].[K+].[K+].FC(F)(F)C(O)=O.[N:29]12[CH2:37][CH2:36][CH:33]([CH2:34][CH2:35]1)[NH:32][CH2:31][CH2:30]2. Product: [N:29]12[CH2:37][CH2:36][CH:33]([CH2:34][CH2:35]1)[N:32]([C:2]1[CH:3]=[CH:4][C:5]([N+:13]([O-:15])=[O:14])=[C:6]([S:8]([NH:11][CH3:12])(=[O:10])=[O:9])[CH:7]=1)[CH2:31][CH2:30]2. The catalyst class is: 47. (6) Reactant: [Si:1]([O:18][C@H:19]1[CH2:28][C:27]2[C:26]([OH:29])=[CH:25][CH:24]=[CH:23][C:22]=2[CH2:21][CH2:20]1)([C:14]([CH3:17])([CH3:16])[CH3:15])([C:8]1[CH:13]=[CH:12][CH:11]=[CH:10][CH:9]=1)[C:2]1[CH:7]=[CH:6][CH:5]=[CH:4][CH:3]=1.C(N(CC)CC)C.[F:37][C:38]([F:49])([F:48])[C:39](O[C:39](=[O:40])[C:38]([F:49])([F:48])[F:37])=[O:40].[NH4+].[OH-]. Product: [F:37][C:38]([F:49])([F:48])[C:39]([O:29][C:26]1[C:27]2[CH2:28][C@H:19]([O:18][Si:1]([C:14]([CH3:16])([CH3:17])[CH3:15])([C:8]3[CH:13]=[CH:12][CH:11]=[CH:10][CH:9]=3)[C:2]3[CH:7]=[CH:6][CH:5]=[CH:4][CH:3]=3)[CH2:20][CH2:21][C:22]=2[CH:23]=[CH:24][CH:25]=1)=[O:40]. The catalyst class is: 112.